This data is from Reaction yield outcomes from USPTO patents with 853,638 reactions. The task is: Predict the reaction yield, written as a fraction of the theoretical maximum amount of product (1.0 means a 100% yield; for example, 0.34 means a 34% yield). (1) The reactants are O=[C:2]1[C:10]2([CH2:15][CH2:14][CH2:13][CH2:12][CH2:11]2)[C:9]2[C:4](=[CH:5][CH:6]=[C:7]([C:16]3[N:20]([CH3:21])[C:19]([C:22]#[N:23])=[CH:18][CH:17]=3)[CH:8]=2)[NH:3]1.COC1C=CC(P2(SP(C3C=CC(OC)=CC=3)(=S)S2)=[S:33])=CC=1.O. The catalyst is C1(C)C=CC=CC=1. The product is [S:33]=[C:2]1[C:10]2([CH2:15][CH2:14][CH2:13][CH2:12][CH2:11]2)[C:9]2[C:4](=[CH:5][CH:6]=[C:7]([C:16]3[N:20]([CH3:21])[C:19]([C:22]#[N:23])=[CH:18][CH:17]=3)[CH:8]=2)[NH:3]1. The yield is 0.550. (2) The reactants are C[O:2][C:3]([C:5]1[CH:9]=[C:8]([C:10]2[CH:15]=[CH:14][C:13]([O:16][CH3:17])=[CH:12][CH:11]=2)[S:7][C:6]=1[NH2:18])=[O:4].[OH-].[Na+].O. The catalyst is CO. The product is [NH2:18][C:6]1[S:7][C:8]([C:10]2[CH:15]=[CH:14][C:13]([O:16][CH3:17])=[CH:12][CH:11]=2)=[CH:9][C:5]=1[C:3]([OH:4])=[O:2]. The yield is 0.910. (3) The reactants are [BH4-].[Li+].[CH3:3][N:4]([S:15]([CH3:18])(=[O:17])=[O:16])[C:5]1[CH:6]=[C:7]([CH:12]=[CH:13][CH:14]=1)[C:8](OC)=[O:9]. The catalyst is C1COCC1.[Cl-].[Na+].O. The product is [OH:9][CH2:8][C:7]1[CH:6]=[C:5]([N:4]([CH3:3])[S:15]([CH3:18])(=[O:17])=[O:16])[CH:14]=[CH:13][CH:12]=1. The yield is 0.930. (4) The reactants are [CH:1]1([CH2:6][N:7]([CH2:20][CH3:21])[C:8]2[C:13]([CH2:14][OH:15])=[CH:12][C:11]([C:16]([F:19])([F:18])[F:17])=[CH:10][N:9]=2)[CH2:5][CH2:4][CH2:3][CH2:2]1. The catalyst is C1(C)C=CC=CC=1.[O-2].[Mn+4].[O-2]. The product is [CH:1]1([CH2:6][N:7]([CH2:20][CH3:21])[C:8]2[C:13]([CH:14]=[O:15])=[CH:12][C:11]([C:16]([F:19])([F:17])[F:18])=[CH:10][N:9]=2)[CH2:2][CH2:3][CH2:4][CH2:5]1. The yield is 0.880.